Dataset: Reaction yield outcomes from USPTO patents with 853,638 reactions. Task: Predict the reaction yield, written as a fraction of the theoretical maximum amount of product (1.0 means a 100% yield; for example, 0.34 means a 34% yield). (1) The reactants are [Cl:1][C:2]1[CH:25]=[CH:24][C:5]([CH2:6][N:7]2[CH:12]=[C:11]([C:13]3[CH:18]=[CH:17][C:16]([O:19][CH2:20][CH2:21][NH2:22])=[CH:15][CH:14]=3)[CH:10]=[CH:9][C:8]2=[O:23])=[C:4]([F:26])[CH:3]=1.CCN(CC)CC.[C:34](Cl)(=[O:36])[CH3:35]. The catalyst is C(Cl)Cl. The product is [Cl:1][C:2]1[CH:25]=[CH:24][C:5]([CH2:6][N:7]2[C:8](=[O:23])[CH:9]=[CH:10][C:11]([C:13]3[CH:14]=[CH:15][C:16]([O:19][CH2:20][CH2:21][NH:22][C:34](=[O:36])[CH3:35])=[CH:17][CH:18]=3)=[CH:12]2)=[C:4]([F:26])[CH:3]=1. The yield is 0.470. (2) The reactants are [Cl:1][C:2]1[N:3]=[CH:4][C:5]([C:8]([NH2:10])=O)=[N:6][CH:7]=1. The catalyst is O=P(Cl)(Cl)Cl. The product is [Cl:1][C:2]1[N:3]=[CH:4][C:5]([C:8]#[N:10])=[N:6][CH:7]=1. The yield is 0.640. (3) The reactants are O(S(C(F)(F)F)(=O)=O)S(C(F)(F)F)(=O)=O.[CH2:16]([O:23][N:24]1[C:30](=[O:31])[N:29]2[CH2:32][C@H:25]1[CH2:26][CH2:27][C@H:28]2[C:33]([NH:35][NH:36][C:37](=O)[CH2:38][CH2:39][NH:40][C:41](=[O:47])[O:42][C:43]([CH3:46])([CH3:45])[CH3:44])=[O:34])[C:17]1[CH:22]=[CH:21][CH:20]=[CH:19][CH:18]=1.N1C=CC=CC=1.C([O-])(O)=O.[Na+]. The catalyst is C(Cl)Cl. The product is [CH2:16]([O:23][N:24]1[C:30](=[O:31])[N:29]2[CH2:32][C@H:25]1[CH2:26][CH2:27][C@H:28]2[C:33]1[O:34][C:37]([CH2:38][CH2:39][NH:40][C:41](=[O:47])[O:42][C:43]([CH3:46])([CH3:44])[CH3:45])=[N:36][N:35]=1)[C:17]1[CH:22]=[CH:21][CH:20]=[CH:19][CH:18]=1. The yield is 0.420. (4) The reactants are [OH:1][CH2:2][CH2:3][C:4]#[C:5][C:6]1[CH:23]=[CH:22][C:9]([CH2:10][N:11]2[C:19](=[O:20])[C:18]3[C:13](=[CH:14][CH:15]=[CH:16][CH:17]=3)[C:12]2=[O:21])=[CH:8][CH:7]=1.[H][H]. The catalyst is C(O)C.C(OCC)(=O)C.[Pd]. The product is [OH:1][CH2:2][CH2:3][CH2:4][CH2:5][C:6]1[CH:7]=[CH:8][C:9]([CH2:10][N:11]2[C:19](=[O:20])[C:18]3[C:13](=[CH:14][CH:15]=[CH:16][CH:17]=3)[C:12]2=[O:21])=[CH:22][CH:23]=1. The yield is 0.930. (5) The reactants are Br[C:2]1[C:19]([NH:20][C:21](=[O:27])[CH2:22][C:23]([CH3:26])([CH3:25])[CH3:24])=[C:18]([CH3:28])[C:5]2[CH:6]([C:9]3[CH:14]=[CH:13][C:12]([CH:15]([CH3:17])[CH3:16])=[CH:11][CH:10]=3)[CH2:7][O:8][C:4]=2[C:3]=1[CH3:29].CCCCCC.[C:36](OCC)(=[O:38])C. No catalyst specified. The product is [CH:15]([C:12]1[CH:11]=[CH:10][C:9]([CH:6]2[C:5]3[C:18]([CH3:28])=[C:19]([NH:20][C:21](=[O:27])[CH2:22][C:23]([CH3:24])([CH3:25])[CH3:26])[C:2]([O:38][CH3:36])=[C:3]([CH3:29])[C:4]=3[O:8][CH2:7]2)=[CH:14][CH:13]=1)([CH3:17])[CH3:16]. The yield is 0.370.